This data is from Forward reaction prediction with 1.9M reactions from USPTO patents (1976-2016). The task is: Predict the product of the given reaction. Given the reactants [CH3:1][C:2]([Si:5](Cl)([CH3:7])[CH3:6])([CH3:4])[CH3:3].C(N(CC)CC)C.[S:16]1[C:20]([CH2:21][CH:22]([OH:25])[C:23]#[CH:24])=[CH:19][C:18]2[CH:26]=[CH:27][CH:28]=[CH:29][C:17]1=2.[NH4+].[Cl-], predict the reaction product. The product is: [S:16]1[C:20]([CH2:21][CH:22]([O:25][Si:5]([C:2]([CH3:4])([CH3:3])[CH3:1])([CH3:7])[CH3:6])[C:23]#[CH:24])=[CH:19][C:18]2[CH:26]=[CH:27][CH:28]=[CH:29][C:17]1=2.